This data is from Peptide-MHC class I binding affinity with 185,985 pairs from IEDB/IMGT. The task is: Regression. Given a peptide amino acid sequence and an MHC pseudo amino acid sequence, predict their binding affinity value. This is MHC class I binding data. (1) The binding affinity (normalized) is 0.620. The MHC is HLA-B35:01 with pseudo-sequence HLA-B35:01. The peptide sequence is YPIYGLQFH. (2) The peptide sequence is LFTSTNDKIK. The MHC is HLA-A03:01 with pseudo-sequence HLA-A03:01. The binding affinity (normalized) is 0.0645. (3) The peptide sequence is VIARTHTAL. The MHC is HLA-A02:06 with pseudo-sequence HLA-A02:06. The binding affinity (normalized) is 0.655. (4) The peptide sequence is NLFDIPLLTV. The MHC is HLA-A02:01 with pseudo-sequence HLA-A02:01. The binding affinity (normalized) is 1.00. (5) The peptide sequence is PVPDFPYRY. The MHC is HLA-A29:02 with pseudo-sequence HLA-A29:02. The binding affinity (normalized) is 0.820. (6) The peptide sequence is KTAVQMAVF. The MHC is HLA-A02:02 with pseudo-sequence HLA-A02:02. The binding affinity (normalized) is 0.0409.